From a dataset of Catalyst prediction with 721,799 reactions and 888 catalyst types from USPTO. Predict which catalyst facilitates the given reaction. (1) Reactant: Br[C:2]1[CH:3]=[CH:4][C:5]2[O:9][C:8]([C:10]([O:12]CC)=[O:11])=[CH:7][C:6]=2[CH:15]=1.[Br-].[N:17]1[CH:22]=[CH:21][CH:20]=[CH:19][C:18]=1[Zn+]. Product: [N:17]1[CH:22]=[CH:21][CH:20]=[CH:19][C:18]=1[C:2]1[CH:3]=[CH:4][C:5]2[O:9][C:8]([C:10]([OH:12])=[O:11])=[CH:7][C:6]=2[CH:15]=1. The catalyst class is: 103. (2) Reactant: [CH2:1]=[C:2]1[C:8]2[CH:9]=[CH:10][CH:11]=[CH:12][C:7]=2[CH2:6][CH2:5][C:4]2[CH:13]=[CH:14][CH:15]=[CH:16][C:3]1=2.[Br-:17].[Br-].[Br-].CN(C)C1C=C[NH+]=CC=1.CN(C1C=C[NH+]=CC=1)C.CN(C1C=C[NH+]=CC=1)C. Product: [Br:17][CH:1]=[C:2]1[C:3]2[CH:16]=[CH:15][CH:14]=[CH:13][C:4]=2[CH2:5][CH2:6][C:7]2[CH:12]=[CH:11][CH:10]=[CH:9][C:8]1=2. The catalyst class is: 22.